This data is from NCI-60 drug combinations with 297,098 pairs across 59 cell lines. The task is: Regression. Given two drug SMILES strings and cell line genomic features, predict the synergy score measuring deviation from expected non-interaction effect. (1) Drug 1: C1=CC=C(C=C1)NC(=O)CCCCCCC(=O)NO. Drug 2: C1CC(C1)(C2=CC=C(C=C2)C3=C(C=C4C(=N3)C=CN5C4=NNC5=O)C6=CC=CC=C6)N. Cell line: SW-620. Synergy scores: CSS=51.8, Synergy_ZIP=6.98, Synergy_Bliss=7.23, Synergy_Loewe=-4.17, Synergy_HSA=8.14. (2) Drug 1: CC1OCC2C(O1)C(C(C(O2)OC3C4COC(=O)C4C(C5=CC6=C(C=C35)OCO6)C7=CC(=C(C(=C7)OC)O)OC)O)O. Drug 2: CC1=C(C(=O)C2=C(C1=O)N3CC4C(C3(C2COC(=O)N)OC)N4)N. Cell line: KM12. Synergy scores: CSS=14.7, Synergy_ZIP=-10.7, Synergy_Bliss=-15.7, Synergy_Loewe=-13.1, Synergy_HSA=-11.6.